This data is from Full USPTO retrosynthesis dataset with 1.9M reactions from patents (1976-2016). The task is: Predict the reactants needed to synthesize the given product. (1) Given the product [OH:1][CH:2]([CH2:3][NH:20][CH2:21][CH:22]1[CH2:27][CH2:26][N:25]([CH2:28][CH2:29][C:30]([F:33])([F:31])[F:32])[CH2:24][CH2:23]1)[CH2:4][O:5][C:6]1[C:18]2[C:17]3[C:12](=[CH:13][CH:14]=[CH:15][CH:16]=3)[C:11](=[O:19])[C:10]=2[CH:9]=[CH:8][CH:7]=1, predict the reactants needed to synthesize it. The reactants are: [O:1]1[CH2:3][C@H:2]1[CH2:4][O:5][C:6]1[C:18]2[C:17]3[C:12](=[CH:13][CH:14]=[CH:15][CH:16]=3)[C:11](=[O:19])[C:10]=2[CH:9]=[CH:8][CH:7]=1.[NH2:20][CH2:21][CH:22]1[CH2:27][CH2:26][N:25]([CH2:28][CH2:29][C:30]([F:33])([F:32])[F:31])[CH2:24][CH2:23]1. (2) The reactants are: C[CH:2]([CH2:11][CH2:12]C=C(C)C)[CH2:3][CH2:4][CH2:5][C:6](=[O:10])[C:7]([O-:9])=[O:8].O=C(CCC)C(O[CH2:22][CH2:23][CH:24]([CH3:31])[CH2:25][CH2:26][CH:27]=[C:28]([CH3:30])[CH3:29])=O.O=C(CCCCCCCCCCCCCC)C(OCCC(C)CCC=C(C)C)=O.CC(CCC=C(C)C)CCC(C)C(=O)C([O-])=O.C1(C(=O)C(OCCC(C)CCC=C(C)C)=O)CCCCC1.O=C(C1C=CC=CC=1)C(OCCC(C)CCC=C(C)C)=O.CC(CCCCCCCCCCCC)C(=O)C(OCCC(C)CCC=C(C)C)=O.C1(C(=O)C(OCC2C=CC(OC)=CC=2)=O)CCCCC1.CC(CC)C(=O)C(OCCC(C)CCC=C(C)C)=O.C1(C(=O)C(OCC(C)CC2C=CC(C(C)(C)C)=CC=2)=O)CCCCC1.C1(C(=O)C(OCCCCCCCCCC)=O)CCCCC1. Given the product [CH:5]1([C:6](=[O:10])[C:7]([O:9][C@H:26]2[C@H:27]([CH:28]([CH3:29])[CH3:30])[CH2:22][CH2:23][C@@H:24]([CH3:31])[CH2:25]2)=[O:8])[CH2:4][CH2:3][CH2:2][CH2:11][CH2:12]1, predict the reactants needed to synthesize it. (3) Given the product [Cl:19][C:20]1[CH:21]=[C:22]([C:27]2[CH:32]=[CH:31][C:30]([C:6]([N:8]3[CH2:12][C:11](=[N:13][O:14][CH3:15])[CH2:10][C@H:9]3[C:16]([O:18][CH3:36])=[O:17])=[O:7])=[CH:29][CH:28]=2)[CH:23]=[CH:24][C:25]=1[Cl:26], predict the reactants needed to synthesize it. The reactants are: C(O[C:6]([N:8]1[CH2:12][C:11](=[N:13][O:14][CH3:15])[CH2:10][C@H:9]1[C:16]([OH:18])=[O:17])=[O:7])(C)(C)C.[Cl:19][C:20]1[CH:21]=[C:22]([C:27]2[CH:32]=[CH:31][C:30](C(O)=O)=[CH:29][CH:28]=2)[CH:23]=[CH:24][C:25]=1[Cl:26].[CH3:36]O. (4) The reactants are: [Cl:1][C:2]1[CH:10]=[CH:9][C:8](F)=[CH:7][C:3]=1[C:4]([NH2:6])=[O:5].[NH:12]1[CH2:16][CH2:15][CH2:14][CH2:13]1. Given the product [Cl:1][C:2]1[CH:10]=[CH:9][C:8]([N:12]2[CH2:16][CH2:15][CH2:14][CH2:13]2)=[CH:7][C:3]=1[C:4]([NH2:6])=[O:5], predict the reactants needed to synthesize it. (5) Given the product [CH2:1]([O:3][C@H:4]([CH2:11][C:12]1[CH:13]=[CH:14][C:15]([OH:18])=[CH:16][CH:17]=1)[C:5]([OH:7])=[O:6])[CH3:2].[CH2:1]([O:3][C@@H:4]([CH2:11][C:12]1[CH:17]=[CH:16][C:15]([OH:18])=[CH:14][CH:13]=1)[C:5]([O:7][CH:8]([CH3:10])[CH3:9])=[O:6])[CH3:2], predict the reactants needed to synthesize it. The reactants are: [CH2:1]([O:3][CH:4]([CH2:11][C:12]1[CH:17]=[CH:16][C:15]([OH:18])=[CH:14][CH:13]=1)[C:5]([O:7][CH:8]([CH3:10])[CH3:9])=[O:6])[CH3:2].P([O-])([O-])([O-])=O. (6) Given the product [Cl:38][C:30]1[C:29]([O:28][C:3]2[C:4]3[C:5](=[N:6][N:7]([CH2:9][C:10]4[C:18]5[C:13](=[N:14][CH:15]=[CH:16][CH:17]=5)[NH:12][N:11]=4)[N:8]=3)[CH:26]=[CH:27][C:2]=2[Cl:1])=[CH:34][C:33]([Cl:35])=[CH:32][C:31]=1[C:36]#[N:37], predict the reactants needed to synthesize it. The reactants are: [Cl:1][C:2]1[CH:27]=[CH:26][C:5]2=[N:6][N:7]([CH2:9][C:10]3[C:18]4[C:13](=[N:14][CH:15]=[CH:16][CH:17]=4)[N:12](C(OC(C)(C)C)=O)[N:11]=3)[N:8]=[C:4]2[C:3]=1[O:28][C:29]1[CH:34]=[C:33]([Cl:35])[CH:32]=[C:31]([C:36]#[N:37])[C:30]=1[Cl:38]. (7) Given the product [CH2:20]([O:12][C:4]1[CH:5]=[C:6]([C:8]([F:11])([F:10])[F:9])[CH:7]=[C:2]([Br:1])[C:3]=1[O:17][CH2:14][C:2]1[CH:7]=[CH:6][CH:5]=[CH:4][CH:3]=1)[C:21]1[CH:26]=[CH:25][CH:24]=[CH:23][CH:22]=1, predict the reactants needed to synthesize it. The reactants are: [Br:1][C:2]1[CH:7]=[C:6]([C:8]([F:11])([F:10])[F:9])[CH:5]=[C:4]([OH:12])[C:3]=1O.[C:14]([O-:17])([O-])=O.[K+].[K+].[CH2:20](Br)[C:21]1[CH:26]=[CH:25][CH:24]=[CH:23][CH:22]=1.O.